This data is from Retrosynthesis with 50K atom-mapped reactions and 10 reaction types from USPTO. The task is: Predict the reactants needed to synthesize the given product. (1) Given the product OCCCCC/C=C(\c1ccccc1)c1cccnc1, predict the reactants needed to synthesize it. The reactants are: CCOC(=O)CCCC/C=C(\c1ccccc1)c1cccnc1. (2) Given the product C[Si](C)(C)CCOCn1nc(NC(=O)Nc2ccccc2)c2cc(-c3ccccc3)c(Cl)cc21, predict the reactants needed to synthesize it. The reactants are: C[Si](C)(C)CCOCn1nc(N)c2cc(-c3ccccc3)c(Cl)cc21.O=C=Nc1ccccc1. (3) Given the product CC1(Br)CCCCC1=O, predict the reactants needed to synthesize it. The reactants are: CC1CCCCC1=O.O=C1CCC(=O)N1Br. (4) Given the product CN(C(=O)OC(C)(C)C)[C@@H]1CCN(c2ncc(C(=O)Nc3ccc(OC(F)(F)F)cc3)cc2Br)C1, predict the reactants needed to synthesize it. The reactants are: CN(C(=O)OC(C)(C)C)[C@@H]1CCNC1.O=C(Nc1ccc(OC(F)(F)F)cc1)c1cnc(Cl)c(Br)c1.